This data is from Forward reaction prediction with 1.9M reactions from USPTO patents (1976-2016). The task is: Predict the product of the given reaction. (1) Given the reactants [NH2:1][C@@H:2]([CH2:17][C:18]1[CH:23]=[CH:22][C:21]([C:24]2[N:29]=[CH:28][C:27]([C:30]3[CH:35]=[CH:34][C:33]([O:36][CH2:37][CH2:38][CH2:39][CH2:40][CH2:41][CH2:42][CH3:43])=[CH:32][CH:31]=3)=[CH:26][N:25]=2)=[CH:20][CH:19]=1)[C:3]([N:5]1[CH2:9][CH2:8][CH2:7][C@H:6]1[C:10]([O:12][C:13]([CH3:16])([CH3:15])[CH3:14])=[O:11])=[O:4].[C:44]([C:48]1[S:52][C:51]([C:53](O)=[O:54])=[CH:50][CH:49]=1)([CH3:47])([CH3:46])[CH3:45].CN(C(ON1N=NC2C=CC=NC1=2)=[N+](C)C)C.F[P-](F)(F)(F)(F)F, predict the reaction product. The product is: [C:44]([C:48]1[S:52][C:51]([C:53]([NH:1][C@@H:2]([CH2:17][C:18]2[CH:23]=[CH:22][C:21]([C:24]3[N:29]=[CH:28][C:27]([C:30]4[CH:35]=[CH:34][C:33]([O:36][CH2:37][CH2:38][CH2:39][CH2:40][CH2:41][CH2:42][CH3:43])=[CH:32][CH:31]=4)=[CH:26][N:25]=3)=[CH:20][CH:19]=2)[C:3]([N:5]2[CH2:9][CH2:8][CH2:7][C@H:6]2[C:10]([O:12][C:13]([CH3:16])([CH3:15])[CH3:14])=[O:11])=[O:4])=[O:54])=[CH:50][CH:49]=1)([CH3:47])([CH3:45])[CH3:46]. (2) The product is: [CH3:7][C:8]1[N:9]=[C:10]([NH:13][C:14]2[CH:19]=[C:18]([O:20][C:21]3[CH:22]=[C:23]([CH:24]=[CH:25][CH:26]=3)[O:27][CH2:29][C:30]([O:32][C:33]([CH3:36])([CH3:35])[CH3:34])=[O:31])[CH:17]=[CH:16][N:15]=2)[S:11][CH:12]=1. Given the reactants C(=O)([O-])[O-].[K+].[K+].[CH3:7][C:8]1[N:9]=[C:10]([NH:13][C:14]2[CH:19]=[C:18]([O:20][C:21]3[CH:22]=[C:23]([OH:27])[CH:24]=[CH:25][CH:26]=3)[CH:17]=[CH:16][N:15]=2)[S:11][CH:12]=1.Br[CH2:29][C:30]([O:32][C:33]([CH3:36])([CH3:35])[CH3:34])=[O:31], predict the reaction product. (3) Given the reactants [N:1]1[CH:6]=[CH:5][CH:4]=[C:3]([NH:7][C:8](=[O:10])[O-])[CH:2]=1.[F:11][C:12]1[CH:17]=[CH:16][C:15]([C:18]2[N:19]=[C:20](N3CCNCC3)[S:21][CH:22]=2)=[CH:14][CH:13]=1.C([N:32]([CH:35]([CH3:37])C)[CH2:33][CH3:34])(C)C.O.[CH3:39]S(C)=O, predict the reaction product. The product is: [F:11][C:12]1[CH:13]=[CH:14][C:15]([C:18]2[N:19]=[C:20]([CH:39]3[CH2:34][CH2:33][N:32]([C:8]([NH:7][C:3]4[CH:2]=[N:1][CH:6]=[CH:5][CH:4]=4)=[O:10])[CH2:35][CH2:37]3)[S:21][CH:22]=2)=[CH:16][CH:17]=1. (4) Given the reactants Br[C:2]1[CH:18]=[C:17]2[C:5]([CH2:6][CH2:7][C@@:8]32[C:13]([F:15])([F:14])[CH2:12][O:11][C:10]([NH2:16])=[N:9]3)=[CH:4][CH:3]=1.[N:19]1[CH:24]=[C:23](B(O)O)[CH:22]=[N:21][CH:20]=1.COCCOC, predict the reaction product. The product is: [F:14][C:13]1([F:15])[CH2:12][O:11][C:10]([NH2:16])=[N:9][C@@:8]21[C:17]1[C:5](=[CH:4][CH:3]=[C:2]([C:23]3[CH:24]=[N:19][CH:20]=[N:21][CH:22]=3)[CH:18]=1)[CH2:6][CH2:7]2. (5) Given the reactants [OH:1][C:2]1[CH:3]=[C:4]([CH:7]=[C:8]([OH:10])[CH:9]=1)[CH2:5][OH:6].Cl[C:12]1[CH:17]=[CH:16][C:15]([C:18]([F:21])([F:20])[F:19])=[CH:14][N:13]=1.C(=O)([O-])[O-].[K+].[K+], predict the reaction product. The product is: [OH:6][CH2:5][C:4]1[CH:7]=[C:8]([OH:10])[CH:9]=[C:2]([O:1][C:12]2[CH:17]=[CH:16][C:15]([C:18]([F:21])([F:20])[F:19])=[CH:14][N:13]=2)[CH:3]=1. (6) Given the reactants [Cl:1][C:2]1[CH:42]=[CH:41][C:5]([O:6][CH2:7][C:8]([N:10]2[CH2:15][CH2:14][N:13]([CH:16]([C:18]3[N:27]([C:28]4[CH:33]=[CH:32][CH:31]=[CH:30][C:29]=4[O:34][CH2:35][CH3:36])[C:26](=[O:37])[C:25]4[C:20](=[CH:21][C:22]([N+:38]([O-])=O)=[CH:23][CH:24]=4)[N:19]=3)[CH3:17])[CH2:12][CH2:11]2)=[O:9])=[CH:4][CH:3]=1, predict the reaction product. The product is: [NH2:38][C:22]1[CH:21]=[C:20]2[C:25]([C:26](=[O:37])[N:27]([C:28]3[CH:33]=[CH:32][CH:31]=[CH:30][C:29]=3[O:34][CH2:35][CH3:36])[C:18]([CH:16]([N:13]3[CH2:14][CH2:15][N:10]([C:8](=[O:9])[CH2:7][O:6][C:5]4[CH:4]=[CH:3][C:2]([Cl:1])=[CH:42][CH:41]=4)[CH2:11][CH2:12]3)[CH3:17])=[N:19]2)=[CH:24][CH:23]=1. (7) Given the reactants C(OC([N:8]1[CH:12]=[CH:11][CH:10]=[C:9]1[C:13]1[N:14]([CH2:32][CH2:33][CH2:34][Cl:35])[C:15]2[C:20]([C:21]=1[CH:22]1[CH2:27][CH2:26][CH2:25][CH2:24][CH2:23]1)=[CH:19][CH:18]=[C:17]([C:28]([O:30][CH3:31])=[O:29])[CH:16]=2)=O)(C)(C)C.FC(F)(F)C(O)=O, predict the reaction product. The product is: [Cl:35][CH2:34][CH2:33][CH2:32][N:14]1[C:15]2[C:20](=[CH:19][CH:18]=[C:17]([C:28]([O:30][CH3:31])=[O:29])[CH:16]=2)[C:21]([CH:22]2[CH2:27][CH2:26][CH2:25][CH2:24][CH2:23]2)=[C:13]1[C:9]1[NH:8][CH:12]=[CH:11][CH:10]=1.